This data is from Forward reaction prediction with 1.9M reactions from USPTO patents (1976-2016). The task is: Predict the product of the given reaction. (1) Given the reactants [C:1]([O:4][C:5]1[CH:14]=[CH:13][C:8]([CH:9]=[CH:10][CH:11]=O)=[CH:7][C:6]=1[O:15][CH3:16])(=[O:3])[CH3:2], predict the reaction product. The product is: [C:1]([O:4][C:5]1[CH:14]=[CH:13][C:8](/[CH:9]=[CH:10]/[CH:11]=[CH:2]/[C:1]([O:4][CH3:5])=[O:3])=[CH:7][C:6]=1[O:15][CH3:16])(=[O:3])[CH3:2]. (2) Given the reactants [CH2:1]([O:3][C:4]([C:6]1[O:7][C:8]2[CH:14]=[CH:13][C:12]([N:15]3[CH2:20][CH2:19][N:18]([C:21](=O)[C:22](F)(F)F)[CH2:17][CH2:16]3)=[C:11]([CH3:27])[C:9]=2[CH:10]=1)=[O:5])[CH3:2].C(N(CC)CC)C.[Cl:35][C:36]1[CH:43]=[CH:42][CH:41]=[C:40]([Cl:44])C=1CBr.C(OCC)(=O)C.CCCCCC, predict the reaction product. The product is: [CH2:1]([O:3][C:4]([C:6]1[O:7][C:8]2[CH:14]=[CH:13][C:12]([N:15]3[CH2:20][CH2:19][N:18]([CH2:21][C:22]4[C:36]([Cl:35])=[CH:43][CH:42]=[CH:41][C:40]=4[Cl:44])[CH2:17][CH2:16]3)=[C:11]([CH3:27])[C:9]=2[CH:10]=1)=[O:5])[CH3:2].